From a dataset of NCI-60 drug combinations with 297,098 pairs across 59 cell lines. Regression. Given two drug SMILES strings and cell line genomic features, predict the synergy score measuring deviation from expected non-interaction effect. Drug 2: CC1=C(C=C(C=C1)C(=O)NC2=CC(=CC(=C2)C(F)(F)F)N3C=C(N=C3)C)NC4=NC=CC(=N4)C5=CN=CC=C5. Cell line: TK-10. Drug 1: C1=CC=C(C(=C1)C(C2=CC=C(C=C2)Cl)C(Cl)Cl)Cl. Synergy scores: CSS=-1.83, Synergy_ZIP=-0.246, Synergy_Bliss=-2.00, Synergy_Loewe=-1.89, Synergy_HSA=-3.66.